Task: Predict the reactants needed to synthesize the given product.. Dataset: Full USPTO retrosynthesis dataset with 1.9M reactions from patents (1976-2016) (1) Given the product [Br:13][CH2:14][C:15]([CH3:19])([CH3:18])[CH2:16][O:11][C:10]([CH:7]1[CH2:8][CH2:9][CH:4]([CH2:1][CH2:2][CH3:3])[CH2:5][CH2:6]1)=[O:12], predict the reactants needed to synthesize it. The reactants are: [CH2:1]([CH:4]1[CH2:9][CH2:8][CH:7]([C:10]([OH:12])=[O:11])[CH2:6][CH2:5]1)[CH2:2][CH3:3].[Br:13][CH2:14][C:15]([CH3:19])([CH3:18])[CH2:16]O.C1(C)C=CC(S(O)(=O)=O)=CC=1. (2) The reactants are: [CH2:1]([N:5]([CH2:31][CH:32]([CH3:34])[CH3:33])[CH2:6][CH2:7][CH2:8][CH2:9][N:10]([C:25]1[CH:30]=[CH:29][CH:28]=[CH:27][CH:26]=1)[NH:11][C:12](=[O:24])[C:13]1[CH:18]=[CH:17][C:16]([CH:19](OC)OC)=[CH:15][CH:14]=1)[CH:2]([CH3:4])[CH3:3].Cl.[NH2:36][CH2:37][C:38]1[NH:39][CH:40]=[CH:41][N:42]=1.CCN(C(C)C)C(C)C.[BH-](OC(C)=O)(OC(C)=O)OC(C)=O.[Na+]. Given the product [NH:39]1[CH:40]=[CH:41][N:42]=[C:38]1[CH2:37][NH:36][CH2:19][C:16]1[CH:17]=[CH:18][C:13]([C:12]([NH:11][N:10]([CH2:9][CH2:8][CH2:7][CH2:6][N:5]([CH2:31][CH:32]([CH3:34])[CH3:33])[CH2:1][CH:2]([CH3:4])[CH3:3])[C:25]2[CH:30]=[CH:29][CH:28]=[CH:27][CH:26]=2)=[O:24])=[CH:14][CH:15]=1, predict the reactants needed to synthesize it. (3) Given the product [CH3:54][O:55][C:56](=[O:87])[NH:57][CH:58]([C:62]([N:64]1[CH:70]([C:71]2[NH:72][C:73]([C:76]3[CH:85]=[CH:84][C:83]4[C:78](=[CH:79][CH:80]=[C:81]([C:26]5[CH:25]=[CH:24][C:23]([C:20]6[NH:19][C:18]([CH:17]7[CH2:16][C:13]8([CH2:14][CH2:15]8)[CH2:12][N:11]7[C:9](=[O:10])[CH:5]([NH:4][C:3]([O:2][CH3:1])=[O:30])[CH:6]([CH3:8])[CH3:7])=[N:22][CH:21]=6)=[CH:28][CH:27]=5)[CH:82]=4)[CH:77]=3)=[CH:74][N:75]=2)[CH2:69][C:66]2([CH2:68][CH2:67]2)[CH2:65]1)=[O:63])[CH:59]([CH3:61])[CH3:60], predict the reactants needed to synthesize it. The reactants are: [CH3:1][O:2][C:3](=[O:30])[NH:4][CH:5]([C:9]([N:11]1[CH:17]([C:18]2[NH:19][C:20]([C:23]3[CH:28]=[CH:27][C:26](Br)=[CH:25][CH:24]=3)=[CH:21][N:22]=2)[CH2:16][C:13]2([CH2:15][CH2:14]2)[CH2:12]1)=[O:10])[CH:6]([CH3:8])[CH3:7].B1(B2OC(C)(C)C(C)(C)O2)OC(C)(C)C(C)(C)O1.C([O-])(=O)C.[K+].[CH3:54][O:55][C:56](=[O:87])[NH:57][CH:58]([C:62]([N:64]1[CH:70]([C:71]2[NH:72][C:73]([C:76]3[CH:85]=[CH:84][C:83]4[C:78](=[CH:79][CH:80]=[C:81](Br)[CH:82]=4)[CH:77]=3)=[CH:74][N:75]=2)[CH2:69][C:66]2([CH2:68][CH2:67]2)[CH2:65]1)=[O:63])[CH:59]([CH3:61])[CH3:60].P([O-])([O-])([O-])=O.[K+].[K+].[K+]. (4) Given the product [CH3:21][C:2]([CH3:1])([CH3:20])[C:3]([N:5]1[CH2:10][CH2:9][C:8]([CH2:17][CH2:18][N:31]2[C@H:28]3[CH2:29][CH2:30][C@@H:24]2[CH2:25][CH:26]([N:32]2[C:36]4[CH:37]=[CH:38][CH:39]=[CH:40][C:35]=4[N:34]=[C:33]2[CH3:41])[CH2:27]3)([C:11]2[CH:12]=[CH:13][CH:14]=[CH:15][CH:16]=2)[O:7][CH2:6]1)=[O:4], predict the reactants needed to synthesize it. The reactants are: [CH3:1][C:2]([CH3:21])([CH3:20])[C:3]([N:5]1[CH2:10][CH2:9][C:8]([CH2:17][CH:18]=O)([C:11]2[CH:16]=[CH:15][CH:14]=[CH:13][CH:12]=2)[O:7][CH2:6]1)=[O:4].Cl.Cl.[C@@H:24]12[NH:31][C@@H:28]([CH2:29][CH2:30]1)[CH2:27][CH:26]([N:32]1[C:36]3[CH:37]=[CH:38][CH:39]=[CH:40][C:35]=3[N:34]=[C:33]1[CH3:41])[CH2:25]2.C(N(C(C)C)CC)(C)C.C(O[BH-](OC(=O)C)OC(=O)C)(=O)C.[Na+]. (5) Given the product [N:16]1([C:4]2[C:5]([N+:12]([O-:14])=[O:13])=[C:6]([CH:10]=[CH:11][CH:3]=2)[C:7]([O:9][CH2:28][CH3:29])=[O:8])[CH:20]=[CH:19][N:18]=[CH:17]1, predict the reactants needed to synthesize it. The reactants are: C([C:3]1[CH:11]=[CH:10][C:6]([C:7]([OH:9])=[O:8])=[C:5]([N+:12]([O-:14])=[O:13])[C:4]=1F)C.[NH:16]1[CH:20]=[CH:19][N:18]=[CH:17]1.C(=O)([O-])[O-].[K+].[K+].O.[C:28](#N)[CH3:29]. (6) Given the product [F:37][C:35]([F:36])([F:38])[CH2:34][N:30]1[C:29]([C:23]2[N:22]=[C:21]3[C:20]4[CH:39]=[CH:40][C:17]([N:14]5[CH2:15][CH2:16][NH:11][CH2:12][C@H:13]5[C:41]([NH2:42])=[O:43])=[CH:18][C:19]=4[O:28][CH2:27][CH2:26][N:25]3[CH:24]=2)=[N:33][CH:32]=[N:31]1, predict the reactants needed to synthesize it. The reactants are: C(OC([N:11]1[CH2:16][CH2:15][N:14]([C:17]2[CH:40]=[CH:39][C:20]3[C:21]4[N:25]([CH2:26][CH2:27][O:28][C:19]=3[CH:18]=2)[CH:24]=[C:23]([C:29]2[N:30]([CH2:34][C:35]([F:38])([F:37])[F:36])[N:31]=[CH:32][N:33]=2)[N:22]=4)[C@H:13]([C:41](=[O:43])[NH2:42])[CH2:12]1)=O)C1C=CC=CC=1. (7) Given the product [NH2:1][C:2]1[C:7]2=[C:8]([Br:21])[CH:9]=[C:10]([CH2:11][CH2:12][OH:13])[N:6]2[N:5]=[CH:4][N:3]=1, predict the reactants needed to synthesize it. The reactants are: [NH2:1][C:2]1[C:7]2=[CH:8][CH:9]=[C:10]([CH2:11][CH2:12][OH:13])[N:6]2[N:5]=[CH:4][N:3]=1.CC(O)C.C(=O)=O.[Br:21]N1C(C)(C)C(=O)N(Br)C1=O.